From a dataset of Peptide-MHC class II binding affinity with 134,281 pairs from IEDB. Regression. Given a peptide amino acid sequence and an MHC pseudo amino acid sequence, predict their binding affinity value. This is MHC class II binding data. (1) The peptide sequence is ALTEALRVIAGAFEV. The MHC is HLA-DQA10201-DQB10202 with pseudo-sequence HLA-DQA10201-DQB10202. The binding affinity (normalized) is 0.219. (2) The peptide sequence is EKALWIIFSQNMNIK. The MHC is DRB1_1101 with pseudo-sequence DRB1_1101. The binding affinity (normalized) is 0.323. (3) The peptide sequence is RVNNSYSLIRLSHNS. The MHC is DRB1_0802 with pseudo-sequence DRB1_0802. The binding affinity (normalized) is 0.0784. (4) The peptide sequence is YVAWMSATAALAREA. The MHC is DRB1_1302 with pseudo-sequence DRB1_1302. The binding affinity (normalized) is 0.505.